From a dataset of Full USPTO retrosynthesis dataset with 1.9M reactions from patents (1976-2016). Predict the reactants needed to synthesize the given product. (1) Given the product [CH2:1]([O:3][C:4]([N:6]1[C:15]2[C:10](=[CH:11][C:12]([C:16]([F:17])([F:18])[F:19])=[CH:13][CH:14]=2)[C@@H:9]([C:20]([C:23]2[CH:24]=[C:25]([C:33]([F:34])([F:35])[F:36])[CH:26]=[C:27]([C:29]([F:31])([F:30])[F:32])[CH:28]=2)=[CH2:21])[CH2:8][C@H:7]1[CH2:37][CH3:38])=[O:5])[CH3:2], predict the reactants needed to synthesize it. The reactants are: [CH2:1]([O:3][C:4]([N:6]1[C:15]2[C:10](=[CH:11][C:12]([C:16]([F:19])([F:18])[F:17])=[CH:13][CH:14]=2)[CH:9]([C:20]([C:23]2[CH:28]=[C:27]([C:29]([F:32])([F:31])[F:30])[CH:26]=[C:25]([C:33]([F:36])([F:35])[F:34])[CH:24]=2)(Cl)[CH3:21])[CH2:8][CH:7]1[CH2:37][CH3:38])=[O:5])[CH3:2].C(O)(=O)C.Cl. (2) Given the product [F:22][C:23]1[CH:24]=[C:25]([CH2:29][CH2:30][C@H:31]2[C:40]3[C:35](=[CH:36][C:37]([O:43][CH3:44])=[C:38]([O:41][CH3:42])[CH:39]=3)[CH2:34][CH2:33][N:32]2[C@H:4]([C:5]2[CH:6]=[CH:7][CH:8]=[CH:9][CH:10]=2)[C:1]([NH2:2])=[O:3])[CH:26]=[CH:27][CH:28]=1, predict the reactants needed to synthesize it. The reactants are: [C:1]([CH:4](OS(C1C=CC(C)=CC=1)(=O)=O)[C:5]1[CH:10]=[CH:9][CH:8]=[CH:7][CH:6]=1)(=[O:3])[NH2:2].[F:22][C:23]1[CH:24]=[C:25]([CH2:29][CH2:30][C@H:31]2[C:40]3[C:35](=[CH:36][C:37]([O:43][CH3:44])=[C:38]([O:41][CH3:42])[CH:39]=3)[CH2:34][CH2:33][NH:32]2)[CH:26]=[CH:27][CH:28]=1. (3) The reactants are: [CH3:1][S:2][C:3]1[N:7]([CH2:8][C:9]2[CH:14]=[CH:13][C:12]([C:15]3[CH:20]=[CH:19][CH:18]=[CH:17][C:16]=3[C:21]3[NH:25][N:24]=[N:23][N:22]=3)=[CH:11][CH:10]=2)[C:6]2[C:26]([C:30]([O:32]CC)=[O:31])=[CH:27][CH:28]=[CH:29][C:5]=2[N:4]=1.[OH-].[Na+].Cl. Given the product [CH3:1][S:2][C:3]1[N:7]([CH2:8][C:9]2[CH:10]=[CH:11][C:12]([C:15]3[CH:20]=[CH:19][CH:18]=[CH:17][C:16]=3[C:21]3[NH:25][N:24]=[N:23][N:22]=3)=[CH:13][CH:14]=2)[C:6]2[C:26]([C:30]([OH:32])=[O:31])=[CH:27][CH:28]=[CH:29][C:5]=2[N:4]=1, predict the reactants needed to synthesize it. (4) Given the product [S:13]1[CH:14]=[CH:15][N:16]=[C:12]1[NH:11][C:8]1[CH:7]=[CH:6][C:5]([C:4]([OH:17])=[O:3])=[CH:10][CH:9]=1, predict the reactants needed to synthesize it. The reactants are: C([O:3][C:4](=[O:17])[C:5]1[CH:10]=[CH:9][C:8]([NH:11][C:12]2[S:13][CH:14]=[CH:15][N:16]=2)=[CH:7][CH:6]=1)C.[OH-].[K+].Cl.